This data is from Full USPTO retrosynthesis dataset with 1.9M reactions from patents (1976-2016). The task is: Predict the reactants needed to synthesize the given product. (1) Given the product [Br:1][C:2]1[CH:3]=[C:4]([F:12])[C:5]2[O:11][CH2:20][C:21](=[O:22])[NH:8][C:6]=2[CH:7]=1, predict the reactants needed to synthesize it. The reactants are: [Br:1][C:2]1[CH:7]=[C:6]([N+:8]([O-])=O)[C:5]([OH:11])=[C:4]([F:12])[CH:3]=1.C([O-])([O-])=O.[K+].[K+].Br[CH2:20][C:21](OCC)=[O:22].CCOC(C)=O. (2) Given the product [CH3:29][O:28][C:26]([C:23]1([C:20]2[CH:19]=[CH:18][C:17]([CH2:16][N:3]3[C:4]4[C:9](=[CH:8][C:7]([C:12]([OH:14])=[O:13])=[CH:6][CH:5]=4)[C:10]([CH3:11])=[C:2]3[CH3:1])=[CH:22][CH:21]=2)[CH2:25][CH2:24]1)=[O:27], predict the reactants needed to synthesize it. The reactants are: [CH3:1][C:2]1[NH:3][C:4]2[C:9]([C:10]=1[CH3:11])=[CH:8][C:7]([C:12]([OH:14])=[O:13])=[CH:6][CH:5]=2.Br[CH2:16][C:17]1[CH:22]=[CH:21][C:20]([C:23]2([C:26]([O:28][CH3:29])=[O:27])[CH2:25][CH2:24]2)=[CH:19][CH:18]=1.[H-].[Na+].Cl. (3) Given the product [OH:6][C:7]1[C:8]([C:21]([NH:23][C:24]2[CH:25]=[N:26][CH:27]=[CH:28][CH:29]=2)=[O:22])=[CH:9][N:10]([CH2:14][C:15]2[CH:16]=[CH:17][CH:18]=[CH:19][CH:20]=2)[C:11](=[O:13])[C:12]=1[C:31]([NH:32][CH2:33][C:34]([OH:36])=[O:35])=[O:30], predict the reactants needed to synthesize it. The reactants are: NCC(O)=O.[OH:6][C:7]1[C:8]([C:21]([NH:23][C:24]2[CH:25]=[N:26][CH:27]=[CH:28][CH:29]=2)=[O:22])=[CH:9][N:10]([CH2:14][C:15]2[CH:20]=[CH:19][CH:18]=[CH:17][CH:16]=2)[C:11](=[O:13])[CH:12]=1.[O:30]=[C:31]=[N:32][CH2:33][C:34]([O:36]CC)=[O:35].CCN(C(C)C)C(C)C. (4) The reactants are: [CH3:1][O:2][C:3]1C=C[C:6](C2C=CC=C3C=2C=CN3)=[CH:5][CH:4]=1.[Br-].[Br-].[Br-].[NH+:21]1[CH:26]=[CH:25][CH:24]=[CH:23][CH:22]=1.[NH+]1C=C[CH:30]=[CH:29][CH:28]=1.[NH+]1C=CC=CC=1.[C:39]([OH:42])(=O)[CH3:40]. Given the product [CH3:1][O:2][C:3]1[CH:22]=[C:23]([C:24]2[CH:30]=[CH:29][CH:28]=[C:26]3[C:25]=2[CH2:40][C:39](=[O:42])[NH:21]3)[CH:6]=[CH:5][CH:4]=1, predict the reactants needed to synthesize it. (5) The reactants are: [Cl:1][C:2]1[CH:3]=[CH:4][C:5]([CH:8]2[CH2:13][CH:12]([S:14]([C:17]3[CH:22]=[CH:21][CH:20]=[C:19]([C:23]([F:26])([F:25])[F:24])[CH:18]=3)(=[O:16])=[O:15])[CH2:11][CH2:10][O:9]2)=[N:6][CH:7]=1.[CH3:27]C([O-])(C)C.[K+]. Given the product [Cl:1][C:2]1[CH:3]=[CH:4][C:5]([CH:8]2[CH2:13][C:12]([CH3:27])([S:14]([C:17]3[CH:22]=[CH:21][CH:20]=[C:19]([C:23]([F:26])([F:25])[F:24])[CH:18]=3)(=[O:16])=[O:15])[CH2:11][CH2:10][O:9]2)=[N:6][CH:7]=1, predict the reactants needed to synthesize it.